This data is from Peptide-MHC class I binding affinity with 185,985 pairs from IEDB/IMGT. The task is: Regression. Given a peptide amino acid sequence and an MHC pseudo amino acid sequence, predict their binding affinity value. This is MHC class I binding data. (1) The peptide sequence is DLEKYNLAF. The MHC is HLA-B18:01 with pseudo-sequence HLA-B18:01. The binding affinity (normalized) is 0.0847. (2) The peptide sequence is AEQASQDVKNW. The MHC is HLA-A02:06 with pseudo-sequence HLA-A02:06. The binding affinity (normalized) is 0. (3) The peptide sequence is RGRKPIFRK. The MHC is HLA-A80:01 with pseudo-sequence HLA-A80:01. The binding affinity (normalized) is 0.0847.